From a dataset of Forward reaction prediction with 1.9M reactions from USPTO patents (1976-2016). Predict the product of the given reaction. (1) Given the reactants [CH2:1]([O:8][C:9]([N:11]1[CH2:16][CH2:15][N:14]([CH2:17][C:18]2[CH:23]=[CH:22][C:21](Br)=[CH:20][CH:19]=2)[C:13](=[O:25])[CH2:12]1)=[O:10])[C:2]1[CH:7]=[CH:6][CH:5]=[CH:4][CH:3]=1.[N:26]1[CH:31]=[CH:30][C:29](OB(O)O)=[CH:28][CH:27]=1.C(=O)([O-])[O-].[Na+].[Na+].C1(C)C=CC=CC=1, predict the reaction product. The product is: [CH2:1]([O:8][C:9]([N:11]1[CH2:16][CH2:15][N:14]([CH2:17][C:18]2[CH:23]=[CH:22][C:21]([C:29]3[CH:30]=[CH:31][N:26]=[CH:27][CH:28]=3)=[CH:20][CH:19]=2)[C:13](=[O:25])[CH2:12]1)=[O:10])[C:2]1[CH:7]=[CH:6][CH:5]=[CH:4][CH:3]=1. (2) Given the reactants [C:1]12([C:11](=O)C(C3C=CC=CC=3)=O)[CH2:10][CH:5]3[CH2:6][CH:7]([CH2:9][CH:3]([CH2:4]3)[CH2:2]1)[CH2:8]2.[C:21]([O-:24])([O-])=O.[Na+].[Na+].Cl.[CH3:28][NH:29][C:30]([NH2:32])=[NH:31].O, predict the reaction product. The product is: [C:1]12([C:11]3([C:1]4[CH:10]=[CH:5][CH:4]=[CH:3][CH:2]=4)[N:31]=[C:30]([NH2:32])[N:29]([CH3:28])[C:21]3=[O:24])[CH2:8][CH:7]3[CH2:6][CH:5]([CH2:4][CH:3]([CH2:9]3)[CH2:2]1)[CH2:10]2.